The task is: Predict the reactants needed to synthesize the given product.. This data is from Full USPTO retrosynthesis dataset with 1.9M reactions from patents (1976-2016). (1) Given the product [OH:15][C:13]1[C:5]([C:6]([O:8][C:9]([CH3:12])([CH3:11])[CH3:10])=[O:7])=[C:4]([CH3:20])[C:24]2[C:25](=[O:36])[C:26]3[C:31]([C:32](=[O:34])[C:33]=2[CH:14]=1)=[CH:30][CH:29]=[CH:28][C:27]=3[OH:35], predict the reactants needed to synthesize it. The reactants are: C[Si](C)(C)O[C:4]([CH3:20])=[C:5]([C:13]([O:15][Si](C)(C)C)=[CH2:14])[C:6]([O:8][C:9]([CH3:12])([CH3:11])[CH3:10])=[O:7].Cl[C:24]1[C:25](=[O:36])[C:26]2[C:31]([C:32](=[O:34])[CH:33]=1)=[CH:30][CH:29]=[CH:28][C:27]=2[OH:35]. (2) Given the product [Cl:14][C:8]1[C:9]([Cl:13])=[CH:10][CH:11]=[CH:12][C:7]=1[N:6]1[C:2]([N:22]2[CH2:23][CH2:24][CH2:25][CH:21]2[C:15]2[CH:20]=[CH:19][CH:18]=[CH:17][CH:16]=2)=[N:3][N:4]=[N:5]1, predict the reactants needed to synthesize it. The reactants are: Cl[C:2]1[N:6]([C:7]2[CH:12]=[CH:11][CH:10]=[C:9]([Cl:13])[C:8]=2[Cl:14])[N:5]=[N:4][N:3]=1.[C:15]1([CH:21]2[CH2:25][CH2:24][CH2:23][NH:22]2)[CH:20]=[CH:19][CH:18]=[CH:17][CH:16]=1.